This data is from Peptide-MHC class I binding affinity with 185,985 pairs from IEDB/IMGT. The task is: Regression. Given a peptide amino acid sequence and an MHC pseudo amino acid sequence, predict their binding affinity value. This is MHC class I binding data. (1) The peptide sequence is SHAAIGAYL. The MHC is HLA-B39:01 with pseudo-sequence HLA-B39:01. The binding affinity (normalized) is 0.710. (2) The peptide sequence is AMGKPVPYCY. The MHC is HLA-A29:02 with pseudo-sequence HLA-A29:02. The binding affinity (normalized) is 0.585. (3) The peptide sequence is NVTYNIKPVI. The MHC is HLA-A02:02 with pseudo-sequence HLA-A02:02. The binding affinity (normalized) is 0.0307. (4) The peptide sequence is GLLRICALAR. The MHC is Patr-A0101 with pseudo-sequence Patr-A0101. The binding affinity (normalized) is 0.729. (5) The peptide sequence is YIILFILFFA. The MHC is HLA-A02:06 with pseudo-sequence HLA-A02:06. The binding affinity (normalized) is 0.357. (6) The peptide sequence is TLRRRFAVA. The MHC is HLA-B08:01 with pseudo-sequence HLA-B08:01. The binding affinity (normalized) is 0.770.